Dataset: Forward reaction prediction with 1.9M reactions from USPTO patents (1976-2016). Task: Predict the product of the given reaction. (1) Given the reactants C(Cl)(=O)C(Cl)=O.CS(C)=O.[Cl:11][C:12]1[CH:17]=[CH:16][N:15]=[C:14]([CH:18]([CH:20]2[CH2:22][CH2:21]2)[OH:19])[C:13]=1[CH3:23].C(N(CC)CC)C, predict the reaction product. The product is: [Cl:11][C:12]1[CH:17]=[CH:16][N:15]=[C:14]([C:18]([CH:20]2[CH2:21][CH2:22]2)=[O:19])[C:13]=1[CH3:23]. (2) Given the reactants [OH:1][C:2]1[CH:3]=[CH:4][C:5]([N+:11]([O-:13])=[O:12])=[C:6]([CH:10]=1)[C:7]([OH:9])=[O:8].S(=O)(=O)(O)O.[C:19](=O)(O)[O-].[Na+], predict the reaction product. The product is: [OH:1][C:2]1[CH:3]=[CH:4][C:5]([N+:11]([O-:13])=[O:12])=[C:6]([CH:10]=1)[C:7]([O:9][CH3:19])=[O:8]. (3) Given the reactants C1C=CC2N(O)N=NC=2C=1.CCN(C(C)C)C(C)C.[Cl:20][C:21]1[C:29]([F:30])=[CH:28][C:24]([C:25]([OH:27])=O)=[C:23]([F:31])[CH:22]=1.CCN=C=NCCCN(C)C.Cl.Cl.[C:45]1([C:63]2[CH:68]=[CH:67][CH:66]=[CH:65][CH:64]=2)[CH:50]=[CH:49][C:48]([NH:51][C:52](=[O:62])[CH2:53][C:54](=[O:61])[N:55]2[CH2:60][CH2:59][NH:58][CH2:57][CH2:56]2)=[CH:47][CH:46]=1, predict the reaction product. The product is: [C:45]1([C:63]2[CH:68]=[CH:67][CH:66]=[CH:65][CH:64]=2)[CH:46]=[CH:47][C:48]([NH:51][C:52](=[O:62])[CH2:53][C:54]([N:55]2[CH2:56][CH2:57][N:58]([C:25](=[O:27])[C:24]3[CH:28]=[C:29]([F:30])[C:21]([Cl:20])=[CH:22][C:23]=3[F:31])[CH2:59][CH2:60]2)=[O:61])=[CH:49][CH:50]=1. (4) Given the reactants Cl.[N:2]1(N=C2CCCC(O)=C2)[C:11]2[C:6](=[CH:7][CH:8]=[CH:9][CH:10]=2)[CH2:5][CH2:4][CH2:3]1.Cl.[CH3:21][C:22]([OH:24])=O, predict the reaction product. The product is: [CH:9]1[CH:8]=[CH:7][C:6]2[CH2:5][CH2:4][CH2:3][N:2]3[C:11]=2[C:10]=1[C:3]1[C:22](=[O:24])[CH2:21][CH2:6][CH2:5][C:4]=13. (5) Given the reactants [Cl:1][C:2]1[CH:7]=[CH:6][C:5]([OH:8])=[CH:4][C:3]=1[N+:9]([O-:11])=[O:10].Cl.Cl[CH2:14][C:15]1[CH:24]=[CH:23][C:22]2[C:17](=[CH:18][CH:19]=[CH:20][CH:21]=2)[N:16]=1, predict the reaction product. The product is: [Cl:1][C:2]1[CH:7]=[CH:6][C:5]([O:8][CH2:14][C:15]2[CH:24]=[CH:23][C:22]3[C:17](=[CH:18][CH:19]=[CH:20][CH:21]=3)[N:16]=2)=[CH:4][C:3]=1[N+:9]([O-:11])=[O:10].